This data is from Reaction yield outcomes from USPTO patents with 853,638 reactions. The task is: Predict the reaction yield, written as a fraction of the theoretical maximum amount of product (1.0 means a 100% yield; for example, 0.34 means a 34% yield). The catalyst is C1(C)C=CC=CC=1. The yield is 0.615. The reactants are Br[C:2]1[C:10]([N+:11]([O-:13])=[O:12])=[CH:9][C:8]([Br:14])=[CH:7][C:3]=1[C:4]([OH:6])=[O:5].[Cl:15][C:16]1[CH:23]=[CH:22][CH:21]=[CH:20][C:17]=1[CH2:18][NH2:19].[OH-].[Na+].CCOCC. The product is [Br:14][C:8]1[CH:9]=[C:10]([N+:11]([O-:13])=[O:12])[C:2]([NH:19][CH2:18][C:17]2[CH:20]=[CH:21][CH:22]=[CH:23][C:16]=2[Cl:15])=[C:3]([CH:7]=1)[C:4]([OH:6])=[O:5].